From a dataset of Forward reaction prediction with 1.9M reactions from USPTO patents (1976-2016). Predict the product of the given reaction. (1) The product is: [NH2:1][C:2]1[CH:9]=[CH:8][C:5]([CH:6]=[O:7])=[CH:4][C:3]=1[Br:23]. Given the reactants [NH2:1][C:2]1[CH:9]=[CH:8][C:5]([CH:6]=[O:7])=[CH:4][CH:3]=1.O.O.C1(C)C=CC(S(O)(=O)=O)=CC=1.[Br:23]N1C(=O)CCC1=O, predict the reaction product. (2) Given the reactants [B:10]1([B:10]2[O:14][C:13]([CH3:16])([CH3:15])[C:12]([CH3:18])([CH3:17])[O:11]2)[O:14][C:13]([CH3:16])([CH3:15])[C:12]([CH3:18])([CH3:17])[O:11]1.[C:19]([O-])(=O)[CH3:20].[K+].[CH2:24]([Cl:26])Cl.[CH3:27][N:28]([CH:30]=O)C, predict the reaction product. The product is: [Cl:26][C:24]1[CH:15]=[C:13]([B:10]2[O:11][C:12]([CH3:17])([CH3:18])[C:13]([CH3:15])([CH3:16])[O:14]2)[CH:12]=[CH:17][C:30]=1[NH:28][CH:27]1[CH2:20][CH2:19]1. (3) Given the reactants [Br:1][C:2]1[CH:3]=[C:4]([C:9](=[O:15])[C:10]([N:12]([CH3:14])[CH3:13])=[O:11])[C:5](F)=[N:6][CH:7]=1.[NH3:16], predict the reaction product. The product is: [NH2:16][C:5]1[C:4]([C:9](=[O:15])[C:10]([N:12]([CH3:14])[CH3:13])=[O:11])=[CH:3][C:2]([Br:1])=[CH:7][N:6]=1. (4) Given the reactants [C:1]([O:5][C:6]([NH:8][C@H:9]([CH2:13][O:14][CH:15]([F:17])[F:16])[C:10]([OH:12])=O)=[O:7])([CH3:4])([CH3:3])[CH3:2].C(N(CC)CC)C.ClC(OCC(C)C)=O.[CH2:33]([NH2:40])[C:34]1[CH:39]=[CH:38][CH:37]=[CH:36][CH:35]=1, predict the reaction product. The product is: [CH2:33]([NH:40][C:10](=[O:12])[C@H:9]([NH:8][C:6](=[O:7])[O:5][C:1]([CH3:2])([CH3:3])[CH3:4])[CH2:13][O:14][CH:15]([F:17])[F:16])[C:34]1[CH:39]=[CH:38][CH:37]=[CH:36][CH:35]=1. (5) Given the reactants [C:1]1(B(O)O)[C:10]2[C:5](=[CH:6][CH:7]=[CH:8][CH:9]=2)[CH:4]=[CH:3][CH:2]=1.Br[C:15]1[CH:16]=[C:17]([C:22]2[N:27]=[C:26]([C:28]3[CH:33]=[CH:32][CH:31]=[CH:30][CH:29]=3)[N:25]=[C:24]([C:34]3[CH:39]=[CH:38][CH:37]=[CH:36][CH:35]=3)[N:23]=2)[CH:18]=[C:19](Br)[CH:20]=1.C([O-])([O-])=O.[K+].[K+].[N:46]1[CH:51]=[CH:50][CH:49]=[CH:48][C:47]=1[C:52]1[CH:57]=[CH:56][C:55](B(O)O)=[CH:54][CH:53]=1, predict the reaction product. The product is: [C:28]1([C:26]2[N:25]=[C:24]([C:34]3[CH:35]=[CH:36][CH:37]=[CH:38][CH:39]=3)[N:23]=[C:22]([C:17]3[CH:16]=[C:15]([C:55]4[CH:54]=[CH:53][C:52]([C:47]5[CH:48]=[CH:49][CH:50]=[CH:51][N:46]=5)=[CH:57][CH:56]=4)[CH:20]=[C:19]([C:1]4[C:10]5[C:5](=[CH:6][CH:7]=[CH:8][CH:9]=5)[CH:4]=[CH:3][CH:2]=4)[CH:18]=3)[N:27]=2)[CH:33]=[CH:32][CH:31]=[CH:30][CH:29]=1. (6) Given the reactants C[O:2][C:3]([C@@H:5]1[CH2:10][C@H:9]([C:11](=[O:34])[NH:12][CH2:13][C:14]2([CH2:28][CH2:29][CH2:30][CH2:31][O:32][CH3:33])[C:27]3[CH:26]=[CH:25][CH:24]=[CH:23][C:22]=3[O:21][C:20]3[C:15]2=[CH:16][CH:17]=[CH:18][CH:19]=3)[CH2:8][N:7]([C:35]([O:37][C:38]([CH3:41])([CH3:40])[CH3:39])=[O:36])[CH2:6]1)=[O:4].[OH-].[Na+].Cl.OS([O-])(=O)=O.[K+], predict the reaction product. The product is: [C:38]([O:37][C:35]([N:7]1[CH2:8][C@@H:9]([C:11](=[O:34])[NH:12][CH2:13][C:14]2([CH2:28][CH2:29][CH2:30][CH2:31][O:32][CH3:33])[C:27]3[CH:26]=[CH:25][CH:24]=[CH:23][C:22]=3[O:21][C:20]3[C:15]2=[CH:16][CH:17]=[CH:18][CH:19]=3)[CH2:10][C@@H:5]([C:3]([OH:4])=[O:2])[CH2:6]1)=[O:36])([CH3:41])([CH3:39])[CH3:40]. (7) Given the reactants FC1C=C(C(Cl)=O)C=CC=1.[Cl:11][C:12]1[CH:13]=[C:14]([CH:16]=[CH:17][C:18]=1[O:19][C:20]1[C:29]2[C:24](=[CH:25][C:26]([O:32][CH3:33])=[C:27]([O:30][CH3:31])[CH:28]=2)[N:23]=[CH:22][CH:21]=1)[NH2:15].[F:34][C:35]1[CH:36]=[C:37]([C:41]([N:43]=[C:44]=[S:45])=[O:42])[CH:38]=[CH:39][CH:40]=1, predict the reaction product. The product is: [F:34][C:35]1[CH:36]=[C:37]([C:41]([N:43]=[C:44]=[S:45])=[O:42])[CH:38]=[CH:39][CH:40]=1.[Cl:11][C:12]1[CH:13]=[C:14]([NH:15][C:44]([NH:43][C:41](=[O:42])[C:37]2[CH:38]=[CH:39][CH:40]=[C:35]([F:34])[CH:36]=2)=[S:45])[CH:16]=[CH:17][C:18]=1[O:19][C:20]1[C:29]2[C:24](=[CH:25][C:26]([O:32][CH3:33])=[C:27]([O:30][CH3:31])[CH:28]=2)[N:23]=[CH:22][CH:21]=1.